This data is from Forward reaction prediction with 1.9M reactions from USPTO patents (1976-2016). The task is: Predict the product of the given reaction. (1) Given the reactants [F:1][C:2]1[N:3]=[CH:4][C:5]2[C:10]([CH:11]=1)=[CH:9][C:8]([C:12]1[S:16][C:15]([NH:17][C:18](=[O:24])[O:19][C:20]([CH3:23])([CH3:22])[CH3:21])=[N:14][CH:13]=1)=[CH:7][CH:6]=2.C(=O)([O-])[O-].[Cs+].[Cs+].[Si:31]([O:38][C@@H:39]([C:54]1[CH:59]=[CH:58][C:57]([C:60]([F:63])([F:62])[F:61])=[CH:56][CH:55]=1)[C@H:40]1[CH2:44]OS(=O)(=O)[N:41]1[C:47]([O:49][C:50]([CH3:53])([CH3:52])[CH3:51])=[O:48])([C:34]([CH3:37])([CH3:36])[CH3:35])([CH3:33])[CH3:32].Cl, predict the reaction product. The product is: [C:50]([O:49][C:47]([NH:41][C@@H:40]([C@@H:39]([O:38][Si:31]([C:34]([CH3:35])([CH3:37])[CH3:36])([CH3:32])[CH3:33])[C:54]1[CH:55]=[CH:56][C:57]([C:60]([F:63])([F:62])[F:61])=[CH:58][CH:59]=1)[CH2:44][N:17]([C:15]1[S:16][C:12]([C:8]2[CH:9]=[C:10]3[C:5](=[CH:6][CH:7]=2)[CH:4]=[N:3][C:2]([F:1])=[CH:11]3)=[CH:13][N:14]=1)[C:18](=[O:24])[O:19][C:20]([CH3:21])([CH3:23])[CH3:22])=[O:48])([CH3:53])([CH3:52])[CH3:51]. (2) Given the reactants [N:1]1[CH:6]=[CH:5][CH:4]=[C:3]([C:7]2[CH:15]=[CH:14][C:10]([C:11]([OH:13])=O)=[CH:9][CH:8]=2)[CH:2]=1.[C:16]([O:20][C:21]([N:23]1[CH2:28][CH2:27][NH:26][CH:25]([C:29]([O:31][CH2:32][CH3:33])=[O:30])[CH2:24]1)=[O:22])([CH3:19])([CH3:18])[CH3:17], predict the reaction product. The product is: [C:16]([O:20][C:21]([N:23]1[CH2:28][CH2:27][N:26]([C:11](=[O:13])[C:10]2[CH:9]=[CH:8][C:7]([C:3]3[CH:2]=[N:1][CH:6]=[CH:5][CH:4]=3)=[CH:15][CH:14]=2)[CH:25]([C:29]([O:31][CH2:32][CH3:33])=[O:30])[CH2:24]1)=[O:22])([CH3:19])([CH3:18])[CH3:17]. (3) Given the reactants [CH2:1]([O:3][C:4]1[CH:5]=[C:6]([CH:15]=[CH:16][C:17]=1[O:18][CH3:19])[CH2:7][N:8]1[CH2:13][CH2:12][CH:11]([NH2:14])[CH2:10][CH2:9]1)[CH3:2].[H-].[Na+].[Cl:22][C:23]1[N:28]=[C:27](Cl)[CH:26]=[CH:25][N:24]=1, predict the reaction product. The product is: [Cl:22][C:23]1[N:28]=[C:27]([NH:14][CH:11]2[CH2:10][CH2:9][N:8]([CH2:7][C:6]3[CH:15]=[CH:16][C:17]([O:18][CH3:19])=[C:4]([O:3][CH2:1][CH3:2])[CH:5]=3)[CH2:13][CH2:12]2)[CH:26]=[CH:25][N:24]=1. (4) Given the reactants [C:1]([N:5]1[C:9]([C:10]2[CH:15]=[CH:14][C:13]([O:16][CH3:17])=[CH:12][CH:11]=2)=[C:8]([C:18]2[S:19][CH:20]=[C:21](/[CH:23]=[CH:24]/[C:25]([OH:27])=[O:26])[N:22]=2)[CH:7]=[N:6]1)([CH3:4])([CH3:3])[CH3:2].[H][H], predict the reaction product. The product is: [C:1]([N:5]1[C:9]([C:10]2[CH:11]=[CH:12][C:13]([O:16][CH3:17])=[CH:14][CH:15]=2)=[C:8]([C:18]2[S:19][CH:20]=[C:21]([CH2:23][CH2:24][C:25]([OH:27])=[O:26])[N:22]=2)[CH:7]=[N:6]1)([CH3:4])([CH3:2])[CH3:3]. (5) Given the reactants C[O:2][C:3](=O)[CH2:4][N:5]([CH2:13][C:14]1[CH:19]=[CH:18][CH:17]=[CH:16][C:15]=1[NH2:20])[C:6]([O:8][C:9]([CH3:12])([CH3:11])[CH3:10])=[O:7].C1C=CC2N(O)N=NC=2C=1, predict the reaction product. The product is: [C:9]([O:8][C:6]([N:5]1[CH2:13][C:14]2[CH:19]=[CH:18][CH:17]=[CH:16][C:15]=2[NH:20][C:3](=[O:2])[CH2:4]1)=[O:7])([CH3:12])([CH3:11])[CH3:10]. (6) Given the reactants C1C=CC=CC=1.[CH2:7]([OH:29])[CH2:8][CH2:9][CH2:10][CH2:11][CH2:12][CH2:13][CH2:14][CH2:15][CH2:16][CH2:17][CH2:18][CH2:19][CH2:20][CH2:21][CH2:22][CH2:23][CH2:24][CH2:25][CH2:26][CH2:27][CH3:28].[C:30](O)(=[O:52])[CH2:31][CH2:32][CH2:33][CH2:34][CH2:35][CH2:36][CH2:37][CH2:38][CH2:39][CH2:40][CH2:41][CH2:42][CH2:43][CH2:44][CH2:45][CH2:46][CH2:47][CH2:48][CH2:49][CH2:50][CH3:51].C1(C)C=CC(S(O)(=O)=O)=CC=1, predict the reaction product. The product is: [C:7]([O:52][CH2:30][CH2:31][CH2:32][CH2:33][CH2:34][CH2:35][CH2:36][CH2:37][CH2:38][CH2:39][CH2:40][CH2:41][CH2:42][CH2:43][CH2:44][CH2:45][CH2:46][CH2:47][CH2:48][CH2:49][CH2:50][CH3:51])(=[O:29])[CH2:8][CH2:9][CH2:10][CH2:11][CH2:12][CH2:13][CH2:14][CH2:15][CH2:16][CH2:17][CH2:18][CH2:19][CH2:20][CH2:21][CH2:22][CH2:23][CH2:24][CH2:25][CH2:26][CH2:27][CH3:28]. (7) The product is: [O:22]1[CH2:23][CH2:24][N:1]([C:2]2[CH:10]=[CH:9][C:5]([C:6]([NH2:8])=[O:7])=[CH:4][CH:3]=2)[CH2:20][CH2:19]1. Given the reactants [NH2:1][C:2]1[CH:10]=[CH:9][C:5]([C:6]([NH2:8])=[O:7])=[CH:4][CH:3]=1.[Na+].[I-].C([O-])([O-])=O.[K+].[K+].[CH2:19]([O:22][CH2:23][CH2:24]Cl)[CH2:20]Cl, predict the reaction product.